Predict the reactants needed to synthesize the given product. From a dataset of Full USPTO retrosynthesis dataset with 1.9M reactions from patents (1976-2016). (1) Given the product [C:1]1([S:7]([N:10]2[C:14]3=[N:15][CH:16]=[C:17]([F:19])[CH:18]=[C:13]3[CH:12]=[C:11]2[C:20]([C:46]2[CH:47]=[CH:48][C:43]([S:40]([CH3:39])(=[O:42])=[O:41])=[CH:44][CH:45]=2)=[CH:21][CH:22]2[CH2:27][CH2:26][O:25][CH2:24][CH2:23]2)(=[O:9])=[O:8])[CH:2]=[CH:3][CH:4]=[CH:5][CH:6]=1, predict the reactants needed to synthesize it. The reactants are: [C:1]1([S:7]([N:10]2[C:14]3=[N:15][CH:16]=[C:17]([F:19])[CH:18]=[C:13]3[CH:12]=[C:11]2[C:20](OS(C2C=CC(C)=CC=2)(=O)=O)=[CH:21][CH:22]2[CH2:27][CH2:26][O:25][CH2:24][CH2:23]2)(=[O:9])=[O:8])[CH:6]=[CH:5][CH:4]=[CH:3][CH:2]=1.[CH3:39][S:40]([C:43]1[CH:48]=[CH:47][C:46](B(O)O)=[CH:45][CH:44]=1)(=[O:42])=[O:41].C(=O)([O-])[O-].[Na+].[Na+]. (2) Given the product [F:1][C:2]1[CH:3]=[C:4]([NH:8][C:9]([C:11]2[NH:12][C:13]([C:32](=[O:33])[C:31]3[C:30]([F:29])=[CH:38][CH:37]=[CH:36][C:35]=3[F:39])=[CH:14][CH:15]=2)=[O:10])[CH:5]=[CH:6][CH:7]=1, predict the reactants needed to synthesize it. The reactants are: [F:1][C:2]1[CH:3]=[C:4]([NH:8][C:9]([C:11]2[NH:12][C:13](C3C4C(=CC=C(C(F)(F)F)C=4)NN=3)=[CH:14][CH:15]=2)=[O:10])[CH:5]=[CH:6][CH:7]=1.[F:29][C:30]1[CH:38]=[CH:37][CH:36]=[C:35]([F:39])[C:31]=1[C:32](Cl)=[O:33].[Sn](Cl)(Cl)(Cl)Cl. (3) Given the product [CH3:23][O:22][C:20](=[O:21])[NH:1][C:2]1[S:3][C:4]2[CH:10]=[CH:9][CH:8]=[C:7]([O:11][CH3:12])[C:5]=2[N:6]=1, predict the reactants needed to synthesize it. The reactants are: [NH2:1][C:2]1[S:3][C:4]2[CH:10]=[CH:9][CH:8]=[C:7]([O:11][CH3:12])[C:5]=2[N:6]=1.N1C=CC=CC=1.Cl[C:20]([O:22][CH3:23])=[O:21].Cl. (4) The reactants are: [Cl:1][C:2]1[CH:7]=[CH:6][CH:5]=[CH:4][C:3]=1[C:8]1[C:12]([C:13](O)=[O:14])=[CH:11][N:10]([C:16]2[CH:21]=[CH:20][N:19]=[C:18]([NH:22][CH2:23][CH2:24][C:25]3[CH:30]=[CH:29][C:28]([OH:31])=[CH:27][CH:26]=3)[N:17]=2)[N:9]=1.N.C[N:34](C(ON1N=NC2C=CC=CC1=2)=[N+](C)C)C.[B-](F)(F)(F)F.CCN(C(C)C)C(C)C.Cl. Given the product [Cl:1][C:2]1[CH:7]=[CH:6][CH:5]=[CH:4][C:3]=1[C:8]1[C:12]([C:13]([NH2:34])=[O:14])=[CH:11][N:10]([C:16]2[CH:21]=[CH:20][N:19]=[C:18]([NH:22][CH2:23][CH2:24][C:25]3[CH:26]=[CH:27][C:28]([OH:31])=[CH:29][CH:30]=3)[N:17]=2)[N:9]=1, predict the reactants needed to synthesize it. (5) Given the product [CH2:72]([CH:68]1[CH2:67][CH2:66][N:65]([C:64]([N:63]2[CH2:61][CH2:62][N:21]([C:19]([C:18]3[CH:30]=[CH:31][C:15]([O:14][C:11]4[N:12]=[CH:13][C:8]([NH:7][C:5](=[O:6])[C:4]5[CH:32]=[CH:33][C:34]([Cl:60])=[C:2]([Cl:1])[CH:3]=5)=[CH:9][CH:10]=4)=[CH:16][CH:17]=3)=[O:20])[CH2:22][CH2:23]2)=[O:49])[CH2:37][CH2:36]1)[C:54]1[CH:59]=[CH:58][CH:57]=[CH:56][CH:55]=1, predict the reactants needed to synthesize it. The reactants are: [Cl:1][C:2]1[CH:3]=[C:4]([CH:32]=[CH:33][C:34]=1Cl)[C:5]([NH:7][C:8]1[CH:9]=[CH:10][C:11]([O:14][C:15]2[CH:31]=[CH:30][C:18]([C:19]([N:21]3CCC(C(O)=O)[CH2:23][CH2:22]3)=[O:20])=[CH:17][CH:16]=2)=[N:12][CH:13]=1)=[O:6].[CH2:36](N1CCNCC1)[C:37]1C=CC=CC=1.[OH2:49].ON1[C:55]2[CH:56]=[CH:57][CH:58]=[CH:59][C:54]=2N=N1.[ClH:60].[CH2:61]([N:63]=[C:64]=[N:65][CH2:66][CH2:67][CH2:68]N(C)C)[CH3:62].[C:72](=O)(O)[O-].[Na+]. (6) Given the product [Cl:65][C:47]1[C:48]([NH:50][C@H:51]2[CH2:56][CH2:55][CH2:54][CH2:53][C@H:52]2[NH:57][C:58](=[O:64])[O:59][C:60]([CH3:63])([CH3:61])[CH3:62])=[N:49][C:44]([NH:43][C:85]2[CH:86]=[N:87][CH:88]=[C:89]([CH3:91])[CH:90]=2)=[C:45]([C:66]([NH:68][C:69]([C:72]2[CH:73]=[CH:74][CH:75]=[CH:76][CH:77]=2)([CH3:70])[CH3:71])=[O:67])[CH:46]=1, predict the reactants needed to synthesize it. The reactants are: CC1(C)C2C(=C(P(C3C=CC=CC=3)C3C=CC=CC=3)C=CC=2)OC2C(P(C3C=CC=CC=3)C3C=CC=CC=3)=CC=CC1=2.[NH2:43][C:44]1[N:49]=[C:48]([NH:50][C@H:51]2[CH2:56][CH2:55][CH2:54][CH2:53][C@H:52]2[NH:57][C:58](=[O:64])[O:59][C:60]([CH3:63])([CH3:62])[CH3:61])[C:47]([Cl:65])=[CH:46][C:45]=1[C:66]([NH:68][C:69]([C:72]1[CH:77]=[CH:76][CH:75]=[CH:74][CH:73]=1)([CH3:71])[CH3:70])=[O:67].C(=O)([O-])[O-].[Cs+].[Cs+].Br[C:85]1[CH:86]=[N:87][CH:88]=[C:89]([CH3:91])[CH:90]=1. (7) Given the product [O:31]=[C:24]([NH:2][C:3]1[CH:8]=[CH:7][C:6]([N:9]2[CH2:10][CH2:11][C:12](=[O:15])[CH2:13][CH2:14]2)=[CH:5][CH:4]=1)[CH2:25][C:26]([O:28][CH2:29][CH3:30])=[O:27], predict the reactants needed to synthesize it. The reactants are: Cl.[NH2:2][C:3]1[CH:8]=[CH:7][C:6]([N:9]2[CH2:14][CH2:13][C:12](=[O:15])[CH2:11][CH2:10]2)=[CH:5][CH:4]=1.C(N(CC)CC)C.Cl[C:24](=[O:31])[CH2:25][C:26]([O:28][CH2:29][CH3:30])=[O:27]. (8) Given the product [NH:1]1[C:5]2=[N:6][CH:7]=[CH:8][C:9]([C:10]3[O:14][CH:13]=[C:12]([C:15]([OH:16])=[O:34])[CH:11]=3)=[C:4]2[CH:3]=[CH:2]1, predict the reactants needed to synthesize it. The reactants are: [NH:1]1[C:5]2=[N:6][CH:7]=[CH:8][C:9]([C:10]3[O:14][CH:13]=[C:12]([C:15](N)=[O:16])[CH:11]=3)=[C:4]2[CH:3]=[CH:2]1.C1CN([P+]([O:34]N2N=NC3C=CC=CC2=3)(N2CCCC2)N2CCCC2)CC1.F[P-](F)(F)(F)(F)F.CN1CCOCC1. (9) The reactants are: C(OC([N:8]1[CH2:13][CH2:12][CH:11]([C:14]2[CH:19]=[CH:18][CH:17]=[CH:16][C:15]=2[CH2:20][O:21]S(C2C=CC(C)=CC=2)(=O)=O)[CH2:10][CH2:9]1)=O)(C)(C)C.CC#N.C([O-])([O-])=O.[K+].[K+].[F:41][C:42]1[CH:47]=[C:46]([F:48])[CH:45]=[C:44]([F:49])[C:43]=1O.[C:51]([OH:57])([C:53]([F:56])([F:55])[F:54])=[O:52]. Given the product [F:41][C:42]1[CH:47]=[C:46]([F:48])[CH:45]=[C:44]([F:49])[C:43]=1[O:21][CH2:20][C:15]1[CH:16]=[CH:17][CH:18]=[CH:19][C:14]=1[CH:11]1[CH2:10][CH2:9][NH:8][CH2:13][CH2:12]1.[C:51]([OH:57])([C:53]([F:56])([F:55])[F:54])=[O:52], predict the reactants needed to synthesize it.